Regression. Given a peptide amino acid sequence and an MHC pseudo amino acid sequence, predict their binding affinity value. This is MHC class I binding data. From a dataset of Peptide-MHC class I binding affinity with 185,985 pairs from IEDB/IMGT. (1) The MHC is HLA-B40:02 with pseudo-sequence HLA-B40:02. The peptide sequence is LDVLCPSSL. The binding affinity (normalized) is 0.428. (2) The peptide sequence is LYHDSQNML. The MHC is HLA-A01:01 with pseudo-sequence HLA-A01:01. The binding affinity (normalized) is 0. (3) The peptide sequence is HPTSRRELL. The MHC is HLA-B58:01 with pseudo-sequence HLA-B58:01. The binding affinity (normalized) is 0.0847. (4) The peptide sequence is MRDLRQHEV. The MHC is HLA-B27:03 with pseudo-sequence HLA-B27:03. The binding affinity (normalized) is 0.0847. (5) The peptide sequence is YLIHDNIMY. The MHC is HLA-A33:01 with pseudo-sequence HLA-A33:01. The binding affinity (normalized) is 0.